From a dataset of hERG Central: cardiac toxicity at 1µM, 10µM, and general inhibition. Predict hERG channel inhibition at various concentrations. (1) The compound is CCn1c(=O)cc(SCC(=O)NCCCN2CCN(c3ccccc3F)CC2)c2ccccc21. Results: hERG_inhib (hERG inhibition (general)): blocker. (2) The molecule is CC(Nc1nc(N2CCCC2)nc2ccccc12)c1ccccc1. Results: hERG_inhib (hERG inhibition (general)): blocker. (3) The compound is CCN1CCN(C(=O)/C(=C/c2ccco2)NC(=O)c2ccccc2)CC1. Results: hERG_inhib (hERG inhibition (general)): blocker. (4) The molecule is COc1ccc(C2=CC(c3ccc(Cl)cc3)n3cnnc3N2)cc1OC. Results: hERG_inhib (hERG inhibition (general)): blocker. (5) Results: hERG_inhib (hERG inhibition (general)): blocker. The molecule is CCn1cnc2cc(NCc3ccccc3Cl)ccc21.